This data is from Reaction yield outcomes from USPTO patents with 853,638 reactions. The task is: Predict the reaction yield, written as a fraction of the theoretical maximum amount of product (1.0 means a 100% yield; for example, 0.34 means a 34% yield). (1) The reactants are CO[C:3](=[O:21])[C:4]([OH:20])=[CH:5][C:6](=[O:19])[N:7]([O:17][CH3:18])[CH2:8][C:9]1[CH:14]=[CH:13][C:12]([O:15][CH3:16])=[CH:11][CH:10]=1.C=O.CN.ClC1C=C(C=CC=1Cl)[CH2:30][N:31](C)[C:32](C1CN(C)C(=O)C=1O)=O. No catalyst specified. The product is [CH3:18][O:17][N:7]([CH2:8][C:9]1[CH:10]=[CH:11][C:12]([O:15][CH3:16])=[CH:13][CH:14]=1)[C:6]([C:5]1[CH2:30][N:31]([CH3:32])[C:3](=[O:21])[C:4]=1[OH:20])=[O:19]. The yield is 0.580. (2) The reactants are C([O:8][C:9]1[C:14](=[O:15])[N:13]2[CH2:16][C:17](=[O:20])[N:18]([CH3:19])[C:12]2=[N:11][C:10]=1[C:21]([O:23][CH2:24][CH3:25])=[O:22])C1C=CC=CC=1. The catalyst is FC(F)(F)C(O)=O. The product is [OH:8][C:9]1[C:14](=[O:15])[N:13]2[CH2:16][C:17](=[O:20])[N:18]([CH3:19])[C:12]2=[N:11][C:10]=1[C:21]([O:23][CH2:24][CH3:25])=[O:22]. The yield is 0.830. (3) The reactants are [CH3:1][C:2]1[C:9]([CH3:10])=[CH:8][CH:7]=[CH:6][C:3]=1[CH:4]=O.C[Si]([N-][Si](C)(C)C)(C)C.[Na+].[Br-].[C:22]([CH2:25][CH2:26][P+](C1C=CC=CC=1)(C1C=CC=CC=1)C1C=CC=CC=1)([OH:24])=[O:23]. The catalyst is C1COCC1.O. The product is [CH3:1][C:2]1[C:9]([CH3:10])=[CH:8][CH:7]=[CH:6][C:3]=1/[CH:4]=[CH:26]/[CH2:25][C:22]([OH:24])=[O:23]. The yield is 0.990. (4) The reactants are Br[C:2]1[CH:3]=[C:4]([C@@H:8]([NH:12][C:13](=[O:19])[O:14][C:15]([CH3:18])([CH3:17])[CH3:16])[CH2:9][CH:10]=[CH2:11])[CH:5]=[CH:6][CH:7]=1.C12(P(C34CC5CC(CC(C5)C3)C4)CCCC)CC3CC(CC(C3)C1)C2.[N+:45]([C:48]1[CH:49]=[N:50][N:51]([CH2:53][O:54][CH2:55][CH2:56][Si:57]([CH3:60])([CH3:59])[CH3:58])[CH:52]=1)([O-:47])=[O:46].C([O-])([O-])=O.[K+].[K+].C(O)(=O)C(C)(C)C. The catalyst is CN(C=O)C.CCOC(C)=O.O.CC([O-])=O.CC([O-])=O.[Pd+2]. The product is [C:15]([O:14][C:13](=[O:19])[NH:12][C@H:8]([C:4]1[CH:5]=[CH:6][CH:7]=[C:2]([C:52]2[N:51]([CH2:53][O:54][CH2:55][CH2:56][Si:57]([CH3:59])([CH3:60])[CH3:58])[N:50]=[CH:49][C:48]=2[N+:45]([O-:47])=[O:46])[CH:3]=1)[CH2:9][CH:10]=[CH2:11])([CH3:18])([CH3:17])[CH3:16]. The yield is 0.530. (5) The yield is 0.640. The reactants are I[C:2]1[CH:7]=[CH:6][CH:5]=[CH:4][C:3]=1[CH2:8][OH:9].[NH:10]1[CH:14]=[CH:13][N:12]=[N:11]1.C([O-])([O-])=O.[Cs+].[Cs+]. The catalyst is CN(C=O)C.[Cu]I.CN[C@@H]1CCCC[C@H]1NC. The product is [N:10]1[N:11]([C:2]2[CH:7]=[CH:6][CH:5]=[CH:4][C:3]=2[CH2:8][OH:9])[N:12]=[CH:13][CH:14]=1. (6) The reactants are [CH3:1][CH2:2][O:3][P:4]([O:19][CH2:20][CH3:21])([CH:6]([P:11]([O:16][CH2:17][CH3:18])([O:13][CH2:14][CH3:15])=[O:12])[CH2:7][CH2:8][CH2:9]O)=[O:5].C1(P(C2C=CC=CC=2)C2C=CC=CC=2)C=CC=CC=1.N1C=CN=C1.[I:46]I. The catalyst is C(Cl)Cl. The product is [CH3:1][CH2:2][O:3][P:4]([O:19][CH2:20][CH3:21])([CH:6]([P:11]([O:16][CH2:17][CH3:18])([O:13][CH2:14][CH3:15])=[O:12])[CH2:7][CH2:8][CH2:9][I:46])=[O:5]. The yield is 0.800. (7) The reactants are [F:1][C:2]1[CH:3]=[C:4]2[C:8](=[CH:9][CH:10]=1)[NH:7][CH:6]=[CH:5]2.[N:11]1[CH:16]=[CH:15][C:14]([CH:17]=[O:18])=[CH:13][CH:12]=1.[OH-].[Na+].O. The catalyst is CO. The product is [F:1][C:2]1[CH:3]=[C:4]2[C:8](=[CH:9][CH:10]=1)[NH:7][CH:6]=[C:5]2[CH:17]([C:14]1[CH:15]=[CH:16][N:11]=[CH:12][CH:13]=1)[OH:18]. The yield is 0.930. (8) The reactants are [NH2:1][C:2]1[CH:7]=[CH:6][C:5]([OH:8])=[CH:4][CH:3]=1.C1(S([N:18]2[C:22]3=[N:23][CH:24]=[CH:25][CH:26]=[C:21]3[C:20]([C:27]3[CH:32]=[CH:31][N:30]=[C:29](Cl)[N:28]=3)=[CH:19]2)(=O)=O)C=CC=CC=1. No catalyst specified. The product is [OH:8][C:5]1[CH:6]=[CH:7][C:2]([NH:1][C:29]2[N:28]=[C:27]([C:20]3[C:21]4[C:22](=[N:23][CH:24]=[CH:25][CH:26]=4)[NH:18][CH:19]=3)[CH:32]=[CH:31][N:30]=2)=[CH:3][CH:4]=1. The yield is 0.290. (9) The reactants are C([S:8][C:9]1[CH:10]=[CH:11][C:12]2[CH:17]([CH:18]=1)[C:16](=[O:19])[N:15]=[N:14][C:13]=2[Cl:20])C1C=CC=CC=1.ClN1C(C)(C)C(=[O:29])N(Cl)C1=O.[F:32][C:33]1[C:38]([F:39])=[C:37]([F:40])[C:36]([F:41])=[C:35]([F:42])[C:34]=1[OH:43].C(N(CC)CC)C.[OH2:51]. The catalyst is C(O)(=O)C.C(#N)C. The product is [Cl:20][C:13]1[N:14]=[N:15][C:16](=[O:19])[CH:17]2[C:12]=1[CH:11]=[CH:10][C:9]([S:8]([O:43][C:34]1[C:33]([F:32])=[C:38]([F:39])[C:37]([F:40])=[C:36]([F:41])[C:35]=1[F:42])(=[O:29])=[O:51])=[CH:18]2. The yield is 0.493.